From a dataset of Full USPTO retrosynthesis dataset with 1.9M reactions from patents (1976-2016). Predict the reactants needed to synthesize the given product. (1) Given the product [CH2:1]([O:3][C:4]([C:6]1[CH:7]=[N:8][N:9]([C:11]2[NH:15][C:14]3[CH:22]=[C:23]([Cl:36])[C:24]([S:26]([C:29]4[CH:34]=[CH:33][C:32]([Cl:35])=[CH:31][CH:30]=4)(=[O:27])=[O:28])=[CH:25][C:13]=3[N:12]=2)[CH:10]=1)=[O:5])[CH3:2], predict the reactants needed to synthesize it. The reactants are: [CH2:1]([O:3][C:4]([C:6]1[CH:7]=[N:8][N:9]([C:11]2[N:15](COCCOC)[C:14]3[CH:22]=[C:23]([Cl:36])[C:24]([S:26]([C:29]4[CH:34]=[CH:33][C:32]([Cl:35])=[CH:31][CH:30]=4)(=[O:28])=[O:27])=[CH:25][C:13]=3[N:12]=2)[CH:10]=1)=[O:5])[CH3:2].CCO.Cl. (2) Given the product [Cl:1][C:2]1[CH:3]=[C:4]([NH:10][C:11](=[O:35])[C:12]([OH:34])([C:28]2[CH:33]=[CH:32][CH:31]=[CH:30][CH:29]=2)[CH2:13][C:14]2[CH:19]=[CH:18][CH:17]=[CH:16][C:15]=2[C:20]2[CH:25]=[CH:24][C:55]([CH:56]([OH:57])[CH2:58][OH:45])=[CH:22][CH:21]=2)[CH:5]=[CH:6][C:7]=1[C:8]#[N:9], predict the reactants needed to synthesize it. The reactants are: [Cl:1][C:2]1[CH:3]=[C:4]([NH:10][C:11](=[O:35])[C:12]([OH:34])([C:28]2[CH:33]=[CH:32][CH:31]=[CH:30][CH:29]=2)[CH2:13][C:14]2[CH:19]=[CH:18][CH:17]=[CH:16][C:15]=2[C:20]2[CH:25]=[CH:24]C(C=C)=[CH:22][CH:21]=2)[CH:5]=[CH:6][C:7]=1[C:8]#[N:9].C(C1C=CC(B(O)[OH:45])=CC=1)=C.C[N+]1([O-])CCOCC1.[CH3:55][C:56]([CH3:58])=[O:57].